Dataset: Forward reaction prediction with 1.9M reactions from USPTO patents (1976-2016). Task: Predict the product of the given reaction. (1) Given the reactants C(=O)([O-])[O-].[Na+].[Na+].[NH2:7][NH2:8].[Cl:9][C:10]1[N:15]=[C:14](Cl)[C:13]([O:17][CH3:18])=[CH:12][N:11]=1, predict the reaction product. The product is: [Cl:9][C:10]1[N:15]=[C:14]([NH:7][NH2:8])[C:13]([O:17][CH3:18])=[CH:12][N:11]=1. (2) Given the reactants [NH2:1][C:2]1[CH:7]=[CH:6][CH:5]=[CH:4][N:3]=1.Br[CH2:9][C:10]([C:12]1[CH:17]=[CH:16][CH:15]=[CH:14][CH:13]=1)=O.C(=O)([O-])O.[Na+].C(O)C, predict the reaction product. The product is: [C:12]1([C:10]2[N:1]=[C:2]3[CH:7]=[CH:6][CH:5]=[CH:4][N:3]3[CH:9]=2)[CH:17]=[CH:16][CH:15]=[CH:14][CH:13]=1. (3) Given the reactants C(OC([N:8]1[C:16]2[C:11](=[CH:12][CH:13]=[C:14]([NH:17][C:18]3[C:19]4[N:20]([CH:25]=[CH:26][N:27]=4)[CH:21]=[C:22]([Br:24])[N:23]=3)[CH:15]=2)[CH:10]=[CH:9]1)=O)(C)(C)C.C(O)(C(F)(F)F)=O, predict the reaction product. The product is: [Br:24][C:22]1[N:23]=[C:18]([NH:17][C:14]2[CH:15]=[C:16]3[C:11]([CH:10]=[CH:9][NH:8]3)=[CH:12][CH:13]=2)[C:19]2[N:20]([CH:25]=[CH:26][N:27]=2)[CH:21]=1.